Dataset: Reaction yield outcomes from USPTO patents with 853,638 reactions. Task: Predict the reaction yield, written as a fraction of the theoretical maximum amount of product (1.0 means a 100% yield; for example, 0.34 means a 34% yield). (1) The reactants are [OH:1][CH2:2][C:3]([CH3:8])([CH3:7])[C:4](=[O:6])[CH3:5].C(N(CC)CC)C.[S:16](Cl)([CH3:19])(=[O:18])=[O:17]. The catalyst is C1COCC1. The product is [CH3:19][S:16]([O:1][CH2:2][C:3]([CH3:8])([CH3:7])[C:4](=[O:6])[CH3:5])(=[O:18])=[O:17]. The yield is 0.790. (2) The reactants are [CH3:1][O:2][CH:3]1[O:9][C@H:8]([CH2:10]Cl)[C@@H:6]([OH:7])[C@H:4]1[OH:5].C1CCN2C(=NCCC2)CC1.[H][H]. The catalyst is [Ni].CC(O)C. The product is [CH3:1][O:2][CH:3]1[O:9][C@H:8]([CH3:10])[C@@H:6]([OH:7])[C@H:4]1[OH:5]. The yield is 0.450. (3) The reactants are C12(C3C=CC(OCC(N[C:20]4[CH:21]=[C:22]([CH:26]=[CH:27][CH:28]=4)[C:23](O)=[O:24])=O)=CC=3)CC3CC(CC(C3)C1)C2.FC(F)(F)C1C=C([NH2:39])C=CC=1.C(Cl)CCl.C1C=CC2N(O)N=NC=2C=1.CCN(C(C)C)C(C)C. The catalyst is CN(C=O)C. The product is [C:23]([NH2:39])(=[O:24])[C:22]1[CH:26]=[CH:27][CH:28]=[CH:20][CH:21]=1. The yield is 0.549.